From a dataset of CYP3A4 inhibition data for predicting drug metabolism from PubChem BioAssay. Regression/Classification. Given a drug SMILES string, predict its absorption, distribution, metabolism, or excretion properties. Task type varies by dataset: regression for continuous measurements (e.g., permeability, clearance, half-life) or binary classification for categorical outcomes (e.g., BBB penetration, CYP inhibition). Dataset: cyp3a4_veith. (1) The compound is CC(=O)N[C@@H]1CCSC1=O. The result is 0 (non-inhibitor). (2) The drug is Cc1cc(C)cc(NC(=O)N2CCCC2C(=O)Nc2ccc(-n3cnnn3)c(C)c2)c1. The result is 1 (inhibitor).